Dataset: Full USPTO retrosynthesis dataset with 1.9M reactions from patents (1976-2016). Task: Predict the reactants needed to synthesize the given product. (1) Given the product [F:32][C:29]1[CH:28]=[CH:27][C:26]([C:16]2[C:17]3[C:22](=[CH:21][CH:20]=[C:19]([C:23]([NH:1][CH2:2][CH2:3][CH2:4][N:5]4[CH2:10][CH2:9][O:8][CH2:7][CH2:6]4)=[O:24])[CH:18]=3)[NH:14][N:15]=2)=[CH:31][CH:30]=1, predict the reactants needed to synthesize it. The reactants are: [NH2:1][CH2:2][CH2:3][CH2:4][N:5]1[CH2:10][CH2:9][O:8][CH2:7][CH2:6]1.C([N:14]1[C:22]2[C:17](=[CH:18][C:19]([C:23](Cl)=[O:24])=[CH:20][CH:21]=2)[C:16]([C:26]2[CH:31]=[CH:30][C:29]([F:32])=[CH:28][CH:27]=2)=[N:15]1)(=O)C. (2) The reactants are: [CH2:1]([O:3][C:4]([C:6]1[CH:10]=[C:9]([C:11]2[CH:16]=[CH:15][CH:14]=[CH:13][CH:12]=2)[N:8]([C:17]2[CH:22]=[CH:21][C:20]([N+:23]([O-])=O)=[CH:19][CH:18]=2)[C:7]=1[CH3:26])=[O:5])[CH3:2].C(OCC)(=O)C. Given the product [CH2:1]([O:3][C:4]([C:6]1[CH:10]=[C:9]([C:11]2[CH:16]=[CH:15][CH:14]=[CH:13][CH:12]=2)[N:8]([C:17]2[CH:18]=[CH:19][C:20]([NH2:23])=[CH:21][CH:22]=2)[C:7]=1[CH3:26])=[O:5])[CH3:2], predict the reactants needed to synthesize it. (3) Given the product [C:15]([C:19]1[CH:24]=[C:23]2[C:22]([CH2:30][CH2:28][CH2:25]2)=[C:21]([C:7]2[C:6]([OH:14])=[C:5]([C:1]([CH3:4])([CH3:2])[CH3:3])[CH:13]=[C:12]3[C:8]=2[CH2:9][CH2:10][CH2:11]3)[C:20]=1[OH:31])([CH3:16])([CH3:17])[CH3:18], predict the reactants needed to synthesize it. The reactants are: [C:1]([C:5]1[CH:13]=[C:12]2[C:8]([CH2:9][CH2:10][CH2:11]2)=[CH:7][C:6]=1[OH:14])([CH3:4])([CH3:3])[CH3:2].[C:15]([C:19]1[CH:24]=[C:23]([C:25]([CH2:28]C)(C)C)[C:22]([CH3:30])=[CH:21][C:20]=1[OH:31])([CH3:18])([CH3:17])[CH3:16].